This data is from Full USPTO retrosynthesis dataset with 1.9M reactions from patents (1976-2016). The task is: Predict the reactants needed to synthesize the given product. (1) Given the product [CH3:16][O:13][C@@H:10]1[CH2:11][CH2:12][N:8]([C:6]([O:5][C:1]([CH3:4])([CH3:2])[CH3:3])=[O:7])[CH2:9]1, predict the reactants needed to synthesize it. The reactants are: [C:1]([O:5][C:6]([N:8]1[CH2:12][CH2:11][C@@H:10]([OH:13])[CH2:9]1)=[O:7])([CH3:4])([CH3:3])[CH3:2].[H-].[Na+].[CH3:16]I. (2) Given the product [Br:1][C:2]1[CH:3]=[C:4]([CH:5]=[C:6]([O:8][CH3:9])[CH:7]=1)[O:43][CH:40]1[CH2:41][CH2:42][N:37]([C:35]([O:34][C:30]([CH3:33])([CH3:31])[CH3:32])=[O:36])[CH2:38][CH2:39]1, predict the reactants needed to synthesize it. The reactants are: [Br:1][C:2]1[CH:3]=[C:4](O)[CH:5]=[C:6]([O:8][CH3:9])[CH:7]=1.C1(P(C2C=CC=CC=2)C2C=CC=CC=2)C=CC=CC=1.[C:30]([O:34][C:35]([N:37]1[CH2:42][CH2:41][CH:40]([OH:43])[CH2:39][CH2:38]1)=[O:36])([CH3:33])([CH3:32])[CH3:31].CC(OC(/N=N/C(OC(C)C)=O)=O)C. (3) Given the product [Cl:1][C:2]1[N:7]=[C:6]([N:18]([CH2:19][C:20]2([C:23]([O:25][CH3:26])=[O:24])[CH2:22][CH2:21]2)[C@@H:15]2[CH2:16][CH2:17][C:13]([F:12])([F:27])[CH2:14]2)[C:5]([N+:9]([O-:11])=[O:10])=[CH:4][N:3]=1, predict the reactants needed to synthesize it. The reactants are: [Cl:1][C:2]1[N:7]=[C:6](Cl)[C:5]([N+:9]([O-:11])=[O:10])=[CH:4][N:3]=1.[F:12][C:13]1([F:27])[CH2:17][CH2:16][C@@H:15]([NH:18][CH2:19][C:20]2([C:23]([O:25][CH3:26])=[O:24])[CH2:22][CH2:21]2)[CH2:14]1.C(=O)(O)[O-].[Na+]. (4) Given the product [CH2:37]([O:8][C:6]([C:5]1[C:9]([C:18]2[CH:19]=[CH:20][CH:21]=[C:16]([C:13](=[O:15])[CH3:14])[CH:17]=2)=[CH:10][CH:11]=[CH:3][CH:4]=1)=[O:7])[CH3:40], predict the reactants needed to synthesize it. The reactants are: C([C:3]1[C:4](Br)=[C:5]([CH:9]=[CH:10][CH:11]=1)[C:6]([OH:8])=[O:7])C.[C:13]([C:16]1[CH:17]=[C:18](OB(O)O)[CH:19]=[CH:20][CH:21]=1)(=[O:15])[CH3:14].C(=O)([O-])[O-].[Na+].[Na+].C(=O)(O)[O-].[Na+].[CH2:37]([CH2:40]OC)OC.